From a dataset of Reaction yield outcomes from USPTO patents with 853,638 reactions. Predict the reaction yield, written as a fraction of the theoretical maximum amount of product (1.0 means a 100% yield; for example, 0.34 means a 34% yield). (1) The reactants are CCN(C(C)C)C(C)C.[OH:10][C:11]1[CH:16]=[CH:15][C:14]([CH2:17][CH2:18][C:19]([NH:21][CH2:22][C:23]([OH:25])=O)=[O:20])=[CH:13][CH:12]=1.C1C=CC2N([OH:35])N=NC=2C=1.CCN=C=NCCCN(C)C.Cl.Cl.[N:49]1([C:55]([C:57]2[CH:62]=[CH:61][CH:60]=[CH:59][C:58]=2[C:63]([F:66])([F:65])[F:64])=[O:56])[CH2:54][CH2:53][NH:52][CH2:51][CH2:50]1.CN([CH:70]=[O:71])C. The catalyst is O. The product is [F:64][C:63]([F:66])([F:65])[C:70]([OH:71])=[O:35].[OH:10][C:11]1[CH:12]=[CH:13][C:14]([CH2:17][CH2:18][C:19]([NH:21][CH2:22][C:23](=[O:25])[N:52]2[CH2:53][CH2:54][N:49]([C:55](=[O:56])[C:57]3[CH:62]=[CH:61][CH:60]=[CH:59][C:58]=3[C:63]([F:66])([F:64])[F:65])[CH2:50][CH2:51]2)=[O:20])=[CH:15][CH:16]=1. The yield is 0.00100. (2) The catalyst is C(O)CCC. The yield is 0.320. The product is [NH2:22][C:23]1[CH:24]=[C:25]([NH:29][C:2]2[CH:3]=[C:4]([NH:8][C:9]3[CH:14]=[CH:13][CH:12]=[C:11]([O:15][C:16]4[CH:21]=[CH:20][CH:19]=[CH:18][CH:17]=4)[CH:10]=3)[N:5]=[CH:6][N:7]=2)[CH:26]=[CH:27][CH:28]=1. The reactants are Cl[C:2]1[N:7]=[CH:6][N:5]=[C:4]([NH:8][C:9]2[CH:14]=[CH:13][CH:12]=[C:11]([O:15][C:16]3[CH:21]=[CH:20][CH:19]=[CH:18][CH:17]=3)[CH:10]=2)[CH:3]=1.[NH2:22][C:23]1[CH:28]=[CH:27][CH:26]=[C:25]([NH2:29])[CH:24]=1.Cl. (3) The reactants are [CH3:1][C:2]1[CH:3]=[C:4]2[C:9](=[CH:10][CH:11]=1)[NH:8][C:7](=[O:12])[C:6]([C:13]#[N:14])=[C:5]2[N:15]1[CH2:20][CH2:19][N:18]([C:21]([C:23]2[S:24][CH:25]=[CH:26][CH:27]=2)=[O:22])[CH2:17][CH2:16]1.Cl[CH2:29][CH2:30][N:31]1[CH2:36][CH2:35][O:34][CH2:33][CH2:32]1.C(=O)([O-])[O-].[K+].[K+]. The catalyst is CN(C=O)C. The product is [CH3:1][C:2]1[CH:3]=[C:4]2[C:9](=[CH:10][CH:11]=1)[N:8]([CH2:29][CH2:30][N:31]1[CH2:36][CH2:35][O:34][CH2:33][CH2:32]1)[C:7](=[O:12])[C:6]([C:13]#[N:14])=[C:5]2[N:15]1[CH2:16][CH2:17][N:18]([C:21]([C:23]2[S:24][CH:25]=[CH:26][CH:27]=2)=[O:22])[CH2:19][CH2:20]1. The yield is 0.170. (4) The reactants are [CH3:1][S:2][C:3]1[S:7][C:6]([C:8]([O:10][CH3:11])=[O:9])=[CH:5][C:4]=1[C:12]1[N:13]=[C:14]([NH:17][C:18]2[CH:19]=[N:20][C:21]3[C:26]([CH:27]=2)=[CH:25][CH:24]=[CH:23][CH:22]=3)[S:15][CH:16]=1.[Br:28]CC(C1C=C(C(OC)=S)SC=1C)=O.NC(NC1C=NC2C(C=1)=CC=CC=2)=S. No catalyst specified. The product is [BrH:28].[CH3:1][S:2][C:3]1[S:7][C:6]([C:8]([O:10][CH3:11])=[O:9])=[CH:5][C:4]=1[C:12]1[N:13]=[C:14]([NH:17][C:18]2[CH:19]=[N:20][C:21]3[C:26]([CH:27]=2)=[CH:25][CH:24]=[CH:23][CH:22]=3)[S:15][CH:16]=1. The yield is 0.780. (5) The reactants are [OH:1][C:2]1[CH:9]=[CH:8][C:5]([CH:6]=[O:7])=[CH:4][CH:3]=1.[CH2:10]([N:12]([CH2:16][CH3:17])[CH2:13][CH2:14]Cl)[CH3:11].C(=O)([O-])[O-].[K+].[K+]. The catalyst is CC(C)=O. The product is [CH2:10]([N:12]([CH2:16][CH2:17][O:1][C:2]1[CH:9]=[CH:8][C:5]([CH:6]=[O:7])=[CH:4][CH:3]=1)[CH2:13][CH3:14])[CH3:11]. The yield is 0.606. (6) The reactants are [CH3:1][C:2]1[CH:7]=[CH:6][CH:5]=[CH:4][C:3]=1[C:8]1[N:12]([S:13]([C:16]2[CH:21]=[CH:20][CH:19]=[C:18]([S:22]([CH3:25])(=[O:24])=[O:23])[CH:17]=2)(=[O:15])=[O:14])[CH:11]=[C:10]([CH:26]=O)[CH:9]=1.CO.[CH3:30][NH2:31].[BH4-].[Na+].[ClH:34].C(=O)([O-])O.[Na+]. The catalyst is CO. The product is [ClH:34].[CH3:30][NH:31][CH2:26][C:10]1[CH:9]=[C:8]([C:3]2[CH:4]=[CH:5][CH:6]=[CH:7][C:2]=2[CH3:1])[N:12]([S:13]([C:16]2[CH:21]=[CH:20][CH:19]=[C:18]([S:22]([CH3:25])(=[O:23])=[O:24])[CH:17]=2)(=[O:15])=[O:14])[CH:11]=1. The yield is 0.550. (7) The reactants are C([Si](C)(C)[O:6][C:7]1[CH:12]=[CH:11][C:10]([C:13]2[CH:17]=[C:16]([C:18]([NH2:20])=[O:19])[O:15][N:14]=2)=[CH:9][CH:8]=1)(C)(C)C.C([O-])([O-])=O.[K+].[K+].C1OCCOCCOCCOCCOCCOC1.[F-].[K+].[Cl:49][C:50]1[CH:51]=[C:52]([CH:55]=[CH:56][CH:57]=1)[CH2:53]Cl. The catalyst is CN(C=O)C.O. The product is [Cl:49][C:50]1[CH:51]=[C:52]([CH:55]=[CH:56][CH:57]=1)[CH2:53][O:6][C:7]1[CH:8]=[CH:9][C:10]([C:13]2[CH:17]=[C:16]([C:18]([NH2:20])=[O:19])[O:15][N:14]=2)=[CH:11][CH:12]=1. The yield is 0.770. (8) The reactants are [CH2:1]([NH:5][C:6]1[N:7]=[CH:8][C:9]2[N:14]([C:15]3[CH:20]=[CH:19][C:18]([CH2:21][N:22]4[CH2:27][CH2:26][O:25][CH2:24][CH2:23]4)=[CH:17][CH:16]=3)[CH:13]=[C:12]([CH:28]3[CH2:33][CH2:32][CH:31]([O:34][Si](C(C)(C)C)(C)C)[CH2:30][CH2:29]3)[C:10]=2[N:11]=1)[CH2:2][CH2:3][CH3:4].Cl. The catalyst is CO. The product is [CH2:1]([NH:5][C:6]1[N:7]=[CH:8][C:9]2[N:14]([C:15]3[CH:20]=[CH:19][C:18]([CH2:21][N:22]4[CH2:27][CH2:26][O:25][CH2:24][CH2:23]4)=[CH:17][CH:16]=3)[CH:13]=[C:12]([CH:28]3[CH2:29][CH2:30][CH:31]([OH:34])[CH2:32][CH2:33]3)[C:10]=2[N:11]=1)[CH2:2][CH2:3][CH3:4]. The yield is 0.990.